This data is from Full USPTO retrosynthesis dataset with 1.9M reactions from patents (1976-2016). The task is: Predict the reactants needed to synthesize the given product. (1) Given the product [CH3:16][O:15][C:11]1[CH:10]=[C:9]2[C:14](=[CH:13][CH:12]=1)[N:6]([CH2:5][C:4]([OH:36])=[O:3])[CH:7]=[C:8]2[C:17]1[NH:25][C:20]2=[N:21][CH:22]=[CH:23][CH:24]=[C:19]2[CH:18]=1, predict the reactants needed to synthesize it. The reactants are: C([O:3][C:4](=[O:36])[CH2:5][N:6]1[C:14]2[C:9](=[CH:10][C:11]([O:15][CH3:16])=[CH:12][CH:13]=2)[C:8]([C:17]2[N:25](S(C3C=CC(C)=CC=3)(=O)=O)[C:20]3=[N:21][CH:22]=[CH:23][CH:24]=[C:19]3[CH:18]=2)=[CH:7]1)C.[OH-].[K+]. (2) Given the product [Br:1][C:2]1[CH:3]=[C:4]([C:16]([NH2:18])=[O:17])[C:5]2[NH:6][C:7]3[C:12]([C:13]=2[CH:14]=1)=[CH:11][CH:10]=[C:9]([C:27]1[CH:32]=[N:31][C:30]([N:33]2[CH2:34][CH2:35][O:36][CH2:37][CH2:38]2)=[CH:29][CH:28]=1)[CH:8]=3, predict the reactants needed to synthesize it. The reactants are: [Br:1][C:2]1[CH:3]=[C:4]([C:16]([NH2:18])=[O:17])[C:5]2[NH:6][C:7]3[C:12]([C:13]=2[CH:14]=1)=[CH:11][CH:10]=[C:9](I)[CH:8]=3.CC1(C)C(C)(C)OB([C:27]2[CH:28]=[CH:29][C:30]([N:33]3[CH2:38][CH2:37][O:36][CH2:35][CH2:34]3)=[N:31][CH:32]=2)O1.C([O-])([O-])=O.[Na+].[Na+]. (3) Given the product [O:75]=[C:74]([N:76]1[CH2:77][CH2:78][CH:79]([O:82][C:83]2[CH:88]=[CH:87][CH:86]=[C:85]([C:89]([F:92])([F:90])[F:91])[CH:84]=2)[CH2:80][CH2:81]1)[CH2:73][NH:72][C:22]([C:19]1[CH:18]=[C:17]([C:14]2[CH:13]=[CH:12][C:11]([F:10])=[CH:16][CH:15]=2)[NH:21][N:20]=1)=[O:24], predict the reactants needed to synthesize it. The reactants are: CCN(C(C)C)C(C)C.[F:10][C:11]1[CH:16]=[CH:15][C:14]([C:17]2[NH:21][N:20]=[C:19]([C:22]([OH:24])=O)[CH:18]=2)=[CH:13][CH:12]=1.C1(C2NN=C(C(O)=O)C=2)C=CC=CC=1.FC1C=CC(C(=O)C)=CC=1.C1C=CC2N(O)N=NC=2C=1.CCN=C=NCCCN(C)C.Cl.Cl.[NH2:72][CH2:73][C:74]([N:76]1[CH2:81][CH2:80][CH:79]([O:82][C:83]2[CH:88]=[CH:87][CH:86]=[C:85]([C:89]([F:92])([F:91])[F:90])[CH:84]=2)[CH2:78][CH2:77]1)=[O:75]. (4) Given the product [OH:1][C:2]1[CH:3]=[C:4]([CH:9]=[CH:10][C:11]=1[CH2:12][C:13]1[CH:14]=[CH:15][C:16]([S:19][CH3:20])=[CH:17][CH:18]=1)[C:5]([O:7][CH3:8])=[O:6], predict the reactants needed to synthesize it. The reactants are: [OH:1][C:2]1[CH:3]=[C:4]([CH:9]=[CH:10][C:11]=1[CH:12](O)[C:13]1[CH:18]=[CH:17][C:16]([S:19][CH3:20])=[CH:15][CH:14]=1)[C:5]([O:7][CH3:8])=[O:6].Cl. (5) Given the product [CH3:26][S:25][C:23]1[S:24][C:20]2[CH:19]=[C:18]([CH2:17][N:9]3[CH:10]=[CH:11][N:12]=[C:7]([N:4]4[CH2:5][CH2:6][O:1][CH2:2][CH2:3]4)[C:8]3=[O:13])[CH:28]=[CH:27][C:21]=2[N:22]=1, predict the reactants needed to synthesize it. The reactants are: [O:1]1[CH2:6][CH2:5][N:4]([C:7]2[C:8](=[O:13])[NH:9][CH:10]=[CH:11][N:12]=2)[CH2:3][CH2:2]1.[H-].[Na+].Cl[CH2:17][C:18]1[CH:28]=[CH:27][C:21]2[N:22]=[C:23]([S:25][CH3:26])[S:24][C:20]=2[CH:19]=1.O. (6) Given the product [F:1][C:2]1[CH:7]=[C:6]([C:8](=[N:21][OH:22])[C:9]([C:11]2[CH:16]=[CH:15][CH:14]=[C:13]([C:17]([F:18])([F:19])[F:20])[CH:12]=2)=[O:10])[CH:5]=[CH:4][N:3]=1, predict the reactants needed to synthesize it. The reactants are: [F:1][C:2]1[CH:7]=[C:6]([CH2:8][C:9]([C:11]2[CH:16]=[CH:15][CH:14]=[C:13]([C:17]([F:20])([F:19])[F:18])[CH:12]=2)=[O:10])[CH:5]=[CH:4][N:3]=1.[N:21](OC(C)(C)C)=[O:22].Cl. (7) Given the product [C:10]([N:13]1[C:22]2[C:17](=[CH:18][C:19]([C:23]([NH:25][CH3:26])=[O:24])=[CH:20][CH:21]=2)[CH:16]([NH:27][C:2]2[CH:7]=[N:6][C:5]([C:8]#[N:9])=[CH:4][N:3]=2)[CH:15]([CH3:28])[CH:14]1[CH:29]1[CH2:30][CH2:31]1)(=[O:12])[CH3:11], predict the reactants needed to synthesize it. The reactants are: Cl[C:2]1[N:3]=[CH:4][C:5]([C:8]#[N:9])=[N:6][CH:7]=1.[C:10]([N:13]1[C:22]2[C:17](=[CH:18][C:19]([C:23]([NH:25][CH3:26])=[O:24])=[CH:20][CH:21]=2)[CH:16]([NH2:27])[CH:15]([CH3:28])[CH:14]1[CH:29]1[CH2:31][CH2:30]1)(=[O:12])[CH3:11].CCN(C(C)C)C(C)C. (8) Given the product [CH3:25][S:26]([O:1][CH2:2][CH:3]1[CH2:8][CH2:7][N:6]([C:9]([O:11][C:12]([CH3:15])([CH3:14])[CH3:13])=[O:10])[CH2:5][CH2:4]1)(=[O:28])=[O:27], predict the reactants needed to synthesize it. The reactants are: [OH:1][CH2:2][CH:3]1[CH2:8][CH2:7][N:6]([C:9]([O:11][C:12]([CH3:15])([CH3:14])[CH3:13])=[O:10])[CH2:5][CH2:4]1.CCN(C(C)C)C(C)C.[CH3:25][S:26](Cl)(=[O:28])=[O:27]. (9) Given the product [O:16]=[C:9]([NH:8][C:5]1[CH:4]=[CH:3][C:2]([C:20]2[CH:21]=[N:22][CH:23]=[CH:18][CH:19]=2)=[CH:7][N:6]=1)[CH2:10][CH2:11][C:12]([O:14][CH3:15])=[O:13], predict the reactants needed to synthesize it. The reactants are: Br[C:2]1[CH:3]=[CH:4][C:5]([NH:8][C:9](=[O:16])[CH2:10][CH2:11][C:12]([O:14][CH3:15])=[O:13])=[N:6][CH:7]=1.Br[C:18]1[CH:19]=[CH:20][C:21](N)=[N:22][CH:23]=1.N1C=CC=C([Sn](CCCC)(CCCC)CCCC)C=1. (10) The reactants are: CC1(C)C(C)(C)[O:5][B:4]([C:9]2[CH:18]=[CH:17][C:12]3[C:13](=[O:16])[O:14][CH2:15][C:11]=3[CH:10]=2)[O:3]1.I([O-])(=O)(=O)=O.[Na+].C1COCC1.Cl. Given the product [O:16]=[C:13]1[C:12]2[CH:17]=[CH:18][C:9]([B:4]([OH:5])[OH:3])=[CH:10][C:11]=2[CH2:15][O:14]1, predict the reactants needed to synthesize it.